From a dataset of Full USPTO retrosynthesis dataset with 1.9M reactions from patents (1976-2016). Predict the reactants needed to synthesize the given product. (1) Given the product [NH2:15][C:12]1[CH:13]=[CH:14][C:9]([O:8][CH:5]2[CH2:4][CH2:3][C:2]([F:1])([F:29])[CH2:7][CH2:6]2)=[C:10]([C:18]2[C:19]3[CH:28]=[CH:27][NH:26][C:20]=3[C:21](=[O:25])[N:22]([CH3:24])[CH:23]=2)[CH:11]=1, predict the reactants needed to synthesize it. The reactants are: [F:1][C:2]1([F:29])[CH2:7][CH2:6][CH:5]([O:8][C:9]2[CH:14]=[CH:13][C:12]([N+:15]([O-])=O)=[CH:11][C:10]=2[C:18]2[C:19]3[CH:28]=[CH:27][NH:26][C:20]=3[C:21](=[O:25])[N:22]([CH3:24])[CH:23]=2)[CH2:4][CH2:3]1.CN1C=C(C2C=C([N+]([O-])=O)C=CC=2OC2C=CC=CC=2)C2C=CNC=2C1=O. (2) Given the product [CH2:1]([N:8]1[CH2:12][C@@H:11]([NH:13][CH2:14][C:15]2[CH:20]=[CH:19][C:18]([F:21])=[CH:17][C:16]=2[F:22])[CH2:10][C@H:9]1[C:30]([N:44]1[CH2:45][CH2:46][N:41]([C:38]2[CH:37]=[CH:36][C:35]([O:34][CH3:33])=[CH:40][CH:39]=2)[CH2:42][CH2:43]1)=[O:31])[C:2]1[CH:7]=[CH:6][CH:5]=[CH:4][CH:3]=1, predict the reactants needed to synthesize it. The reactants are: [CH2:1]([N:8]1[CH2:12][CH:11]([N:13](C(OC(C)(C)C)=O)[CH2:14][C:15]2[CH:20]=[CH:19][C:18]([F:21])=[CH:17][C:16]=2[F:22])[CH2:10][CH:9]1[C:30](O)=[O:31])[C:2]1[CH:7]=[CH:6][CH:5]=[CH:4][CH:3]=1.[CH3:33][O:34][C:35]1[CH:40]=[CH:39][C:38]([N:41]2[CH2:46][CH2:45][NH:44][CH2:43][CH2:42]2)=[CH:37][CH:36]=1.